From a dataset of Full USPTO retrosynthesis dataset with 1.9M reactions from patents (1976-2016). Predict the reactants needed to synthesize the given product. (1) Given the product [CH:1]1([CH2:6][C@H:7]([CH2:11][N:12]([CH:21]=[O:22])[O:13][CH2:14][C:15]2[CH:20]=[CH:19][CH:18]=[CH:17][CH:16]=2)[C:8]([F:23])=[O:9])[CH2:5][CH2:4][CH2:3][CH2:2]1, predict the reactants needed to synthesize it. The reactants are: [CH:1]1([CH2:6][C@H:7]([CH2:11][N:12]([CH:21]=[O:22])[O:13][CH2:14][C:15]2[CH:20]=[CH:19][CH:18]=[CH:17][CH:16]=2)[C:8](O)=[O:9])[CH2:5][CH2:4][CH2:3][CH2:2]1.[F:23]C1N=C(F)N=C(F)N=1.N1C=CC=CC=1. (2) Given the product [C:24]([CH2:23][O:3][CH:4]([C:15]1[CH:16]=[C:17]([CH3:21])[CH:18]=[CH:19][CH:20]=1)[C:5]1[CH:6]=[C:7]([CH:12]=[CH:13][CH:14]=1)[C:8]([O:10][CH3:11])=[O:9])#[N:25], predict the reactants needed to synthesize it. The reactants are: [H-].[Na+].[OH:3][CH:4]([C:15]1[CH:16]=[C:17]([CH3:21])[CH:18]=[CH:19][CH:20]=1)[C:5]1[CH:6]=[C:7]([CH:12]=[CH:13][CH:14]=1)[C:8]([O:10][CH3:11])=[O:9].Br[CH2:23][C:24]#[N:25].